Dataset: NCI-60 drug combinations with 297,098 pairs across 59 cell lines. Task: Regression. Given two drug SMILES strings and cell line genomic features, predict the synergy score measuring deviation from expected non-interaction effect. (1) Drug 1: CC(C1=C(C=CC(=C1Cl)F)Cl)OC2=C(N=CC(=C2)C3=CN(N=C3)C4CCNCC4)N. Drug 2: C1=NC2=C(N=C(N=C2N1C3C(C(C(O3)CO)O)O)F)N. Cell line: COLO 205. Synergy scores: CSS=-0.891, Synergy_ZIP=-9.18, Synergy_Bliss=-23.8, Synergy_Loewe=-27.3, Synergy_HSA=-25.4. (2) Drug 1: CC1OCC2C(O1)C(C(C(O2)OC3C4COC(=O)C4C(C5=CC6=C(C=C35)OCO6)C7=CC(=C(C(=C7)OC)O)OC)O)O. Drug 2: C#CCC(CC1=CN=C2C(=N1)C(=NC(=N2)N)N)C3=CC=C(C=C3)C(=O)NC(CCC(=O)O)C(=O)O. Cell line: HCT116. Synergy scores: CSS=49.3, Synergy_ZIP=-9.59, Synergy_Bliss=-15.3, Synergy_Loewe=-13.1, Synergy_HSA=-12.7.